This data is from Forward reaction prediction with 1.9M reactions from USPTO patents (1976-2016). The task is: Predict the product of the given reaction. The product is: [NH2:1][C:4]1[CH:56]=[CH:55][C:7]([O:8][C:9]2[CH:14]=[CH:13][C:12]([C:15]3[C:16]4[NH:20][C:19]([CH:21]=[C:22]5[N:54]=[C:25]([C:26]([C:38]6[CH:43]=[CH:42][C:41]([O:44][C:45]7[CH:50]=[CH:49][C:48]([NH2:51])=[CH:47][CH:46]=7)=[CH:40][CH:39]=6)=[C:27]6[NH:37][C:30](=[CH:31][C:32]7[CH:33]=[CH:34][C:35]=3[N:36]=7)[CH:29]=[CH:28]6)[CH:24]=[CH:23]5)=[CH:18][CH:17]=4)=[CH:11][CH:10]=2)=[CH:6][CH:5]=1. Given the reactants [N+:1]([C:4]1[CH:56]=[CH:55][C:7]([O:8][C:9]2[CH:14]=[CH:13][C:12]([C:15]3[C:16]4[NH:20][C:19]([CH:21]=[C:22]5[N:54]=[C:25]([C:26]([C:38]6[CH:43]=[CH:42][C:41]([O:44][C:45]7[CH:50]=[CH:49][C:48]([N+:51]([O-])=O)=[CH:47][CH:46]=7)=[CH:40][CH:39]=6)=[C:27]6[NH:37][C:30](=[CH:31][C:32]7[CH:33]=[CH:34][C:35]=3[N:36]=7)[CH:29]=[CH:28]6)[CH:24]=[CH:23]5)=[CH:18][CH:17]=4)=[CH:11][CH:10]=2)=[CH:6][CH:5]=1)([O-])=O.Cl.O.O.Cl[Sn]Cl.N, predict the reaction product.